This data is from NCI-60 drug combinations with 297,098 pairs across 59 cell lines. The task is: Regression. Given two drug SMILES strings and cell line genomic features, predict the synergy score measuring deviation from expected non-interaction effect. (1) Drug 1: C1=CC(=CC=C1C#N)C(C2=CC=C(C=C2)C#N)N3C=NC=N3. Drug 2: C1CC(C1)(C(=O)O)C(=O)O.[NH2-].[NH2-].[Pt+2]. Cell line: SR. Synergy scores: CSS=19.5, Synergy_ZIP=3.09, Synergy_Bliss=1.25, Synergy_Loewe=-2.89, Synergy_HSA=-1.50. (2) Drug 2: CC1CCCC2(C(O2)CC(NC(=O)CC(C(C(=O)C(C1O)C)(C)C)O)C(=CC3=CSC(=N3)C)C)C. Cell line: MCF7. Drug 1: CC=C1C(=O)NC(C(=O)OC2CC(=O)NC(C(=O)NC(CSSCCC=C2)C(=O)N1)C(C)C)C(C)C. Synergy scores: CSS=40.1, Synergy_ZIP=-3.65, Synergy_Bliss=-4.50, Synergy_Loewe=-6.49, Synergy_HSA=-1.57. (3) Drug 1: CCC1=CC2CC(C3=C(CN(C2)C1)C4=CC=CC=C4N3)(C5=C(C=C6C(=C5)C78CCN9C7C(C=CC9)(C(C(C8N6C)(C(=O)OC)O)OC(=O)C)CC)OC)C(=O)OC.C(C(C(=O)O)O)(C(=O)O)O. Drug 2: N.N.Cl[Pt+2]Cl. Cell line: EKVX. Synergy scores: CSS=11.6, Synergy_ZIP=-1.09, Synergy_Bliss=-2.45, Synergy_Loewe=-31.9, Synergy_HSA=-2.76. (4) Drug 1: C1=CC(=CC=C1CCC2=CNC3=C2C(=O)NC(=N3)N)C(=O)NC(CCC(=O)O)C(=O)O. Drug 2: C1=NC2=C(N=C(N=C2N1C3C(C(C(O3)CO)O)F)Cl)N. Cell line: KM12. Synergy scores: CSS=6.09, Synergy_ZIP=-10.1, Synergy_Bliss=-8.94, Synergy_Loewe=-17.8, Synergy_HSA=-6.67. (5) Synergy scores: CSS=67.4, Synergy_ZIP=-3.32, Synergy_Bliss=-3.54, Synergy_Loewe=-4.24, Synergy_HSA=-1.35. Drug 2: CCN(CC)CCCC(C)NC1=C2C=C(C=CC2=NC3=C1C=CC(=C3)Cl)OC. Drug 1: CCCCC(=O)OCC(=O)C1(CC(C2=C(C1)C(=C3C(=C2O)C(=O)C4=C(C3=O)C=CC=C4OC)O)OC5CC(C(C(O5)C)O)NC(=O)C(F)(F)F)O. Cell line: KM12. (6) Drug 1: CC1=C(C=C(C=C1)NC2=NC=CC(=N2)N(C)C3=CC4=NN(C(=C4C=C3)C)C)S(=O)(=O)N.Cl. Drug 2: CCC1(CC2CC(C3=C(CCN(C2)C1)C4=CC=CC=C4N3)(C5=C(C=C6C(=C5)C78CCN9C7C(C=CC9)(C(C(C8N6C)(C(=O)OC)O)OC(=O)C)CC)OC)C(=O)OC)O.OS(=O)(=O)O. Cell line: UACC-257. Synergy scores: CSS=31.7, Synergy_ZIP=-0.356, Synergy_Bliss=4.06, Synergy_Loewe=-28.2, Synergy_HSA=3.55.